Dataset: Reaction yield outcomes from USPTO patents with 853,638 reactions. Task: Predict the reaction yield, written as a fraction of the theoretical maximum amount of product (1.0 means a 100% yield; for example, 0.34 means a 34% yield). (1) The reactants are [Cl:1][C:2]1[CH:7]=[CH:6][C:5]([S:8]([NH:11][C:12]2([C:15]([O:17][CH3:18])=[O:16])[CH2:14][CH2:13]2)(=[O:10])=[O:9])=[CH:4][CH:3]=1.C([O-])([O-])=O.[K+].[K+].[CH2:25](I)[CH3:26]. The catalyst is CN(C=O)C.C(OCC)(=O)C. The product is [Cl:1][C:2]1[CH:7]=[CH:6][C:5]([S:8]([N:11]([CH2:25][CH3:26])[C:12]2([C:15]([O:17][CH3:18])=[O:16])[CH2:14][CH2:13]2)(=[O:10])=[O:9])=[CH:4][CH:3]=1. The yield is 0.855. (2) The reactants are [BH4-].[Na+].[N:3]1[CH:8]=[CH:7][N:6]=[CH:5][C:4]=1[NH:9][C:10]([N:12]1[C@@H:18]2[CH2:19][N:15]([CH2:16][CH2:17]2)[C:14]2[CH:20]=[CH:21][C:22]([C:24]3[CH:29]=[CH:28][N:27]=[C:26]([C:30](OC)=[O:31])[CH:25]=3)=[N:23][C:13]1=2)=[O:11]. The catalyst is C1COCC1. The product is [OH:31][CH2:30][C:26]1[CH:25]=[C:24]([C:22]2[CH:21]=[CH:20][C:14]3[N:15]4[CH2:19][C@H:18]([CH2:17][CH2:16]4)[N:12]([C:10]([NH:9][C:4]4[CH:5]=[N:6][CH:7]=[CH:8][N:3]=4)=[O:11])[C:13]=3[N:23]=2)[CH:29]=[CH:28][N:27]=1. The yield is 0.240. (3) The reactants are [C:1]1([CH2:7][S:8](Cl)(=[O:10])=[O:9])[CH:6]=[CH:5][CH:4]=[CH:3][CH:2]=1.C([NH2:20])CCCCCCC. The catalyst is C(Cl)Cl. The product is [C:1]1([CH2:7][S:8]([NH2:20])(=[O:10])=[O:9])[CH:6]=[CH:5][CH:4]=[CH:3][CH:2]=1. The yield is 0.930. (4) The reactants are Br[C:2]1[CH:3]=[C:4]([N:8]([C:13]2[C:32]([CH:33]3[CH2:35][CH2:34]3)=[CH:31][C:16]3[C:17]([C:27]([NH:29][CH3:30])=[O:28])=[C:18]([C:20]4[CH:25]=[CH:24][C:23]([F:26])=[CH:22][CH:21]=4)[O:19][C:15]=3[CH:14]=2)[S:9]([CH3:12])(=[O:11])=[O:10])[CH:5]=[CH:6][CH:7]=1.[CH3:36][C:37]1(C)C(C)(C)OB(C=C)O1.ClCCl.C(=O)([O-])[O-].[Na+].[Na+]. The catalyst is O1CCOCC1.CCOC(C)=O.Cl[Pd]Cl.C1(P(C2C=CC=CC=2)[C-]2C=CC=C2)C=CC=CC=1.[C-]1(P(C2C=CC=CC=2)C2C=CC=CC=2)C=CC=C1.[Fe+2].O. The product is [CH:33]1([C:32]2[C:13]([N:8]([C:4]3[CH:5]=[CH:6][CH:7]=[C:2]([CH:36]=[CH2:37])[CH:3]=3)[S:9]([CH3:12])(=[O:11])=[O:10])=[CH:14][C:15]3[O:19][C:18]([C:20]4[CH:21]=[CH:22][C:23]([F:26])=[CH:24][CH:25]=4)=[C:17]([C:27]([NH:29][CH3:30])=[O:28])[C:16]=3[CH:31]=2)[CH2:34][CH2:35]1. The yield is 0.850. (5) The reactants are C(C1C=C(NC2N=C(NC3C=CC=C(C(O)=O)C=3)C(F)=CN=2)C=CC=1)(O)=O.[OH:28][C:29]1[CH:30]=[C:31]([NH:39][C:40]2[N:45]=[C:44]([NH:46][C:47]3[CH:52]=[CH:51][C:50]([C:53]([O:55]C)=[O:54])=[C:49]([OH:57])[CH:48]=3)[C:43]([F:58])=[CH:42][N:41]=2)[CH:32]=[CH:33][C:34]=1[C:35]([O:37]C)=[O:36].[OH-].[Na+]. No catalyst specified. The product is [OH:28][C:29]1[CH:30]=[C:31]([NH:39][C:40]2[N:45]=[C:44]([NH:46][C:47]3[CH:52]=[CH:51][C:50]([C:53]([OH:55])=[O:54])=[C:49]([OH:57])[CH:48]=3)[C:43]([F:58])=[CH:42][N:41]=2)[CH:32]=[CH:33][C:34]=1[C:35]([OH:37])=[O:36]. The yield is 0.770. (6) The reactants are [Cl:1][C:2]1[CH:3]=[C:4]([C:8]#[C:9][C@@H:10]2[N:14]3[CH2:15][CH2:16][N:17]([C:19]4[N:26]=[CH:25][CH:24]=[CH:23][C:20]=4[C:21]#[N:22])[CH2:18][C@@H:13]3[CH2:12][CH2:11]2)[CH:5]=[CH:6][CH:7]=1.[Sn]([N:31]=[N+:32]=[N-:33])(C)(C)C.CN(C=O)C. The catalyst is O. The product is [Cl:1][C:2]1[CH:3]=[C:4]([C:8]#[C:9][C@@H:10]2[N:14]3[CH2:15][CH2:16][N:17]([C:19]4[C:20]([C:21]5[N:31]=[N:32][NH:33][N:22]=5)=[CH:23][CH:24]=[CH:25][N:26]=4)[CH2:18][C@@H:13]3[CH2:12][CH2:11]2)[CH:5]=[CH:6][CH:7]=1. The yield is 0.550. (7) The reactants are [OH:1][C:2]1[C:3]([C:17]([NH:19][CH2:20][C:21]([O:23]CC)=[O:22])=[O:18])=[C:4]2[C:9](=[CH:10][C:11]=1[C:12]1[S:13][CH:14]=[CH:15][CH:16]=1)[N:8]=[CH:7][CH:6]=[N:5]2.[OH-].[Na+]. The catalyst is C(O)C. The product is [OH:1][C:2]1[C:3]([C:17]([NH:19][CH2:20][C:21]([OH:23])=[O:22])=[O:18])=[C:4]2[C:9](=[CH:10][C:11]=1[C:12]1[S:13][CH:14]=[CH:15][CH:16]=1)[N:8]=[CH:7][CH:6]=[N:5]2. The yield is 0.685.